From a dataset of Full USPTO retrosynthesis dataset with 1.9M reactions from patents (1976-2016). Predict the reactants needed to synthesize the given product. (1) Given the product [NH2:12][C:5]1[C:6]([Cl:11])=[N:7][C:8]([Cl:10])=[CH:9][C:4]=1[C:3]([OH:13])=[O:2], predict the reactants needed to synthesize it. The reactants are: C[O:2][C:3](=[O:13])[C:4]1[CH:9]=[C:8]([Cl:10])[N:7]=[C:6]([Cl:11])[C:5]=1[NH2:12].O.[OH-].[K+].Cl. (2) The reactants are: COC(C1C=C(O)C2C(=C(OCC3C=CC=CC=3)C=C(C#CCOCC3C=CC=CC=3)C=2)N=1)=O.[CH3:35][O:36][C:37]([C:39]1[CH:48]=[C:47]([OH:49])[C:46]2[C:41](=[C:42]([O:57][CH3:58])[CH:43]=[C:44]([C:50]#[C:51][CH2:52][CH2:53][CH2:54][CH2:55][CH3:56])[CH:45]=2)[N:40]=1)=[O:38]. Given the product [CH3:35][O:36][C:37]([C:39]1[CH:48]=[C:47]([OH:49])[C:46]2[C:41](=[C:42]([O:57][CH3:58])[CH:43]=[C:44]([CH2:50][CH2:51][CH2:52][CH2:53][CH2:54][CH2:55][CH3:56])[CH:45]=2)[N:40]=1)=[O:38], predict the reactants needed to synthesize it. (3) Given the product [CH2:1]([O:3][C:4](=[O:15])[CH2:5][C:6]1[N:7]=[C:8]([O:13][CH3:14])[CH:9]=[C:10]([N:16]2[CH2:21][CH2:20][O:19][CH2:18][CH2:17]2)[N:11]=1)[CH3:2], predict the reactants needed to synthesize it. The reactants are: [CH2:1]([O:3][C:4](=[O:15])[CH2:5][C:6]1[N:11]=[C:10](Cl)[CH:9]=[C:8]([O:13][CH3:14])[N:7]=1)[CH3:2].[NH:16]1[CH2:21][CH2:20][O:19][CH2:18][CH2:17]1. (4) Given the product [O:3]=[C:4]1[CH2:8][CH2:7][CH2:6][C:5]1([CH2:20][C:21]1[CH:22]=[N:23][CH:24]=[CH:25][CH:26]=1)[C:9]([O:11][CH2:12][C:13]1[CH:18]=[CH:17][CH:16]=[CH:15][CH:14]=1)=[O:10], predict the reactants needed to synthesize it. The reactants are: [H-].[K+].[O:3]=[C:4]1[CH2:8][CH2:7][CH2:6][CH:5]1[C:9]([O:11][CH2:12][C:13]1[CH:18]=[CH:17][CH:16]=[CH:15][CH:14]=1)=[O:10].Cl[CH2:20][C:21]1[CH:22]=[N:23][CH:24]=[CH:25][CH:26]=1.